Dataset: Full USPTO retrosynthesis dataset with 1.9M reactions from patents (1976-2016). Task: Predict the reactants needed to synthesize the given product. (1) The reactants are: Cl[C:2]1[C:11]2[C:6](=[N:7][C:8]([C:12]3[C:17]([C:18]([F:21])([F:20])[F:19])=[CH:16][CH:15]=[CH:14][N:13]=3)=[CH:9][CH:10]=2)[N:5]=[C:4]([CH2:22][O:23][CH3:24])[C:3]=1[C:25]([O:27][CH3:28])=[O:26].[C:29](#[N:31])[CH3:30]. Given the product [F:19][C:18]([F:21])([F:20])[C:17]1[CH:16]=[CH:15][C:29]([NH:31][C:2]2[C:11]3[C:6](=[N:7][C:8]([C:12]4[C:17]([C:18]([F:21])([F:20])[F:19])=[CH:16][CH:15]=[CH:14][N:13]=4)=[CH:9][CH:10]=3)[N:5]=[C:4]([CH2:22][O:23][CH3:24])[C:3]=2[C:25]([O:27][CH3:28])=[O:26])=[CH:30][CH:12]=1, predict the reactants needed to synthesize it. (2) Given the product [C:1]([O:5][C:6]([C:8]1[S:12][C:11]([C:13]2[CH:14]=[CH:15][CH:16]=[CH:17][CH:18]=2)=[N:10][C:9]=1[NH:19][C:25](=[O:26])[C:24]1[CH:28]=[CH:29][C:30]([Cl:32])=[CH:31][C:23]=1[Cl:22])=[O:7])([CH3:4])([CH3:2])[CH3:3], predict the reactants needed to synthesize it. The reactants are: [C:1]([O:5][C:6]([C:8]1[S:12][C:11]([C:13]2[CH:18]=[CH:17][CH:16]=[CH:15][CH:14]=2)=[N:10][C:9]=1[NH2:19])=[O:7])([CH3:4])([CH3:3])[CH3:2].[H-].[Na+].[Cl:22][C:23]1[CH:31]=[C:30]([Cl:32])[CH:29]=[CH:28][C:24]=1[C:25](Cl)=[O:26].O. (3) Given the product [Br:30][CH2:2][CH2:3][NH:4][S:5]([C:8]1[CH:13]=[CH:12][C:11]([C:14]2[C:15]3[C:16]4[CH:29]=[CH:28][S:27][C:17]=4[C:18](=[O:26])[NH:19][C:20]=3[CH:21]=[CH:22][C:23]=2[OH:24])=[CH:10][CH:9]=1)(=[O:7])=[O:6], predict the reactants needed to synthesize it. The reactants are: O[CH2:2][CH2:3][NH:4][S:5]([C:8]1[CH:13]=[CH:12][C:11]([C:14]2[C:15]3[C:16]4[CH:29]=[CH:28][S:27][C:17]=4[C:18](=[O:26])[NH:19][C:20]=3[CH:21]=[CH:22][C:23]=2[O:24]C)=[CH:10][CH:9]=1)(=[O:7])=[O:6].[Br:30]B(Br)Br. (4) Given the product [O:22]=[C:21]1[CH:13]([C:14]([O:16][C:17]([CH3:18])([CH3:20])[CH3:19])=[O:15])[C:4]2[N:5]=[CH:6][C:7]([C:9]([F:12])([F:11])[F:10])=[CH:8][C:3]=2[CH2:1][NH:2]1, predict the reactants needed to synthesize it. The reactants are: [C:1]([C:3]1[C:4]([CH:13]([C:21](OC)=[O:22])[C:14]([O:16][C:17]([CH3:20])([CH3:19])[CH3:18])=[O:15])=[N:5][CH:6]=[C:7]([C:9]([F:12])([F:11])[F:10])[CH:8]=1)#[N:2].[H][H].